Dataset: Catalyst prediction with 721,799 reactions and 888 catalyst types from USPTO. Task: Predict which catalyst facilitates the given reaction. Reactant: C([O:4][C@H:5]1[C:14]2[C:9](=[N:10][C:11]([C:21]3[CH:26]=[CH:25][CH:24]=[CH:23][CH:22]=3)=[C:12]([C:15]3[CH:20]=[CH:19][CH:18]=[CH:17][CH:16]=3)[N:13]=2)[N:8]([CH2:27][CH2:28][CH2:29][CH2:30][CH2:31][CH2:32][C:33]([O:35]CC)=[O:34])[CH2:7][CH2:6]1)(=O)C.[Li+].[OH-].Cl. Product: [OH:4][C@H:5]1[C:14]2[C:9](=[N:10][C:11]([C:21]3[CH:22]=[CH:23][CH:24]=[CH:25][CH:26]=3)=[C:12]([C:15]3[CH:20]=[CH:19][CH:18]=[CH:17][CH:16]=3)[N:13]=2)[N:8]([CH2:27][CH2:28][CH2:29][CH2:30][CH2:31][CH2:32][C:33]([OH:35])=[O:34])[CH2:7][CH2:6]1. The catalyst class is: 20.